From a dataset of Full USPTO retrosynthesis dataset with 1.9M reactions from patents (1976-2016). Predict the reactants needed to synthesize the given product. (1) Given the product [ClH:38].[N:1]1([C:5]([NH:7][C:8]2[CH:13]=[C:12]([O:14][C:15]3[CH:20]=[CH:19][C:18]([NH:21][C:22]([C:24]4([C:27]([NH:29][C:30]5[CH:31]=[CH:32][C:33]([F:36])=[CH:34][CH:35]=5)=[O:28])[CH2:25][CH2:26]4)=[O:23])=[C:17]([F:37])[CH:16]=3)[CH:11]=[CH:10][N:9]=2)=[O:6])[CH2:4][CH2:3][CH2:2]1, predict the reactants needed to synthesize it. The reactants are: [N:1]1([C:5]([NH:7][C:8]2[CH:13]=[C:12]([O:14][C:15]3[CH:20]=[CH:19][C:18]([NH:21][C:22]([C:24]4([C:27]([NH:29][C:30]5[CH:35]=[CH:34][C:33]([F:36])=[CH:32][CH:31]=5)=[O:28])[CH2:26][CH2:25]4)=[O:23])=[C:17]([F:37])[CH:16]=3)[CH:11]=[CH:10][N:9]=2)=[O:6])[CH2:4][CH2:3][CH2:2]1.[ClH:38]. (2) The reactants are: Br[C:2]1[CH:7]=[CH:6][CH:5]=[CH:4][C:3]=1[Br:8].[Li]CCCC.[CH:14](=[O:21])[C:15]1[CH:20]=[CH:19][CH:18]=[CH:17][CH:16]=1. Given the product [Br:8][C:3]1[CH:4]=[CH:5][CH:6]=[CH:7][C:2]=1[CH:14]([C:15]1[CH:20]=[CH:19][CH:18]=[CH:17][CH:16]=1)[OH:21], predict the reactants needed to synthesize it. (3) Given the product [CH2:6]([N:13]1[CH2:18][CH2:17][N:16]([C:19]([C:21]2[CH:25]=[C:24]([CH3:26])[N:23]([C:27]3[CH:32]=[CH:31][CH:30]=[CH:29][CH:28]=3)[C:22]=2[C:33]2[CH:34]=[CH:35][CH:36]=[CH:37][CH:38]=2)=[O:20])[CH:15]([CH2:39][CH2:40][OH:41])[CH2:14]1)[C:7]1[CH:12]=[CH:11][CH:10]=[CH:9][CH:8]=1, predict the reactants needed to synthesize it. The reactants are: [BH4-].[Na+].[Cl-].[Ca+2].[Cl-].[CH2:6]([N:13]1[CH2:18][CH2:17][N:16]([C:19]([C:21]2[CH:25]=[C:24]([CH3:26])[N:23]([C:27]3[CH:32]=[CH:31][CH:30]=[CH:29][CH:28]=3)[C:22]=2[C:33]2[CH:38]=[CH:37][CH:36]=[CH:35][CH:34]=2)=[O:20])[CH:15]([CH2:39][C:40](OC)=[O:41])[CH2:14]1)[C:7]1[CH:12]=[CH:11][CH:10]=[CH:9][CH:8]=1.C(OCC)(=O)C. (4) Given the product [CH3:15][O:14][CH2:13][CH2:12][O:1][C:2]1[CH:10]=[CH:9][C:5]([C:6]([OH:8])=[O:7])=[CH:4][CH:3]=1, predict the reactants needed to synthesize it. The reactants are: [OH:1][C:2]1[CH:10]=[CH:9][C:5]([C:6]([OH:8])=[O:7])=[CH:4][CH:3]=1.Cl[CH2:12][CH2:13][O:14][CH3:15].[OH-].[K+].Cl. (5) Given the product [CH3:7][C:8]1[NH:9][C:10]2[C:15](=[CH:14][CH:13]=[CH:12][CH:11]=2)[C:16]=1[CH2:17][CH2:18][NH2:20], predict the reactants needed to synthesize it. The reactants are: [H-].[H-].[H-].[H-].[Li+].[Al+3].[CH3:7][C:8]1[NH:9][C:10]2[C:15]([C:16]=1[C:17](=O)[C:18]([NH2:20])=O)=[CH:14][CH:13]=[CH:12][CH:11]=2.[OH-].[Na+].[O-]S([O-])(=O)=O.[Mg+2]. (6) Given the product [F:1][C:2]1[CH:10]=[CH:9][C:5]([C:6]([NH:19][CH3:18])=[O:7])=[C:4]([OH:11])[CH:3]=1, predict the reactants needed to synthesize it. The reactants are: [F:1][C:2]1[CH:3]=[C:4]([OH:11])[C:5](=[CH:9][CH:10]=1)[C:6](O)=[O:7].C(Cl)(=O)C(Cl)=O.[CH3:18][NH2:19].